Dataset: Full USPTO retrosynthesis dataset with 1.9M reactions from patents (1976-2016). Task: Predict the reactants needed to synthesize the given product. (1) The reactants are: [CH3:1][C:2]1([CH3:12])[O:6][C:5](=[CH:7][C:8](Cl)=[O:9])[C:4](=[O:11])[O:3]1.[F:13][C:14]1[CH:19]=[CH:18][C:17]([CH2:20][CH2:21][CH2:22][NH:23][O:24][CH3:25])=[CH:16][CH:15]=1. Given the product [CH3:1][C:2]1([CH3:12])[O:6][C:5](=[CH:7][C:8]([N:23]([CH2:22][CH2:21][CH2:20][C:17]2[CH:16]=[CH:15][C:14]([F:13])=[CH:19][CH:18]=2)[O:24][CH3:25])=[O:9])[C:4](=[O:11])[O:3]1, predict the reactants needed to synthesize it. (2) Given the product [Cl:1][C:2]1[CH:3]=[CH:4][C:5]([S:8][C:9]2[O:13][C:12]([C:14]3[CH:15]=[CH:16][C:17]([F:20])=[CH:18][CH:19]=3)=[N:11][C:10]=2[C:21]2[CH:22]=[CH:23][C:24]([C:27]([CH3:33])([CH3:32])[CH2:28][OH:29])=[N:25][CH:26]=2)=[N:6][CH:7]=1, predict the reactants needed to synthesize it. The reactants are: [Cl:1][C:2]1[CH:3]=[CH:4][C:5]([S:8][C:9]2[O:13][C:12]([C:14]3[CH:19]=[CH:18][C:17]([F:20])=[CH:16][CH:15]=3)=[N:11][C:10]=2[C:21]2[CH:22]=[CH:23][C:24]([C:27]([CH3:33])([CH3:32])[C:28](OC)=[O:29])=[N:25][CH:26]=2)=[N:6][CH:7]=1.CC(C[AlH]CC(C)C)C.[C@H](O)(C([O-])=O)[C@@H](O)C([O-])=O.[Na+].[K+].CCOC(C)=O. (3) Given the product [N:29]1([C:12]([C:8]2[CH:9]=[N:10][S:11][C:7]=2[C:1]2[CH:2]=[CH:3][CH:4]=[CH:5][CH:6]=2)=[O:14])[CH:24]2[CH:25]([CH2:48][CH2:47][CH2:45][CH2:46]2)[CH2:26][CH2:27][CH2:28]1, predict the reactants needed to synthesize it. The reactants are: [C:1]1([C:7]2[S:11][N:10]=[CH:9][C:8]=2[C:12]([OH:14])=O)[CH:6]=[CH:5][CH:4]=[CH:3][CH:2]=1.CN(C(ON1N=N[C:25]2[CH:26]=[CH:27][CH:28]=[N:29][C:24]1=2)=[N+](C)C)C.F[P-](F)(F)(F)(F)F.CCN([CH:45]([CH3:47])[CH3:46])C(C)C.[CH3:48]N(C=O)C. (4) Given the product [F:1][B-:2]([F:5])([F:4])[F:3].[CH2:14]([N+:20]1[CH:24]=[CH:23][N:22]([CH3:25])[CH:21]=1)[CH2:15][CH2:16][CH2:17][CH2:18][CH3:19], predict the reactants needed to synthesize it. The reactants are: [F:1][B-:2]([F:5])([F:4])[F:3].C([O+](CC)CC)C.[Cl-].[CH2:14]([N+:20]1[CH:24]=[CH:23][N:22]([CH3:25])[CH:21]=1)[CH2:15][CH2:16][CH2:17][CH2:18][CH3:19].